Dataset: Reaction yield outcomes from USPTO patents with 853,638 reactions. Task: Predict the reaction yield, written as a fraction of the theoretical maximum amount of product (1.0 means a 100% yield; for example, 0.34 means a 34% yield). (1) The reactants are [C:1](=[O:8])([O:3][C:4]([CH3:7])([CH3:6])[CH3:5])[NH2:2].[OH-].[Na+].Cl[O:12]C(C)(C)C.[CH3:17][C@H:18]1[C:29](=[O:30])[O:28][CH2:27][C@@H:26]([C:31]2[CH:36]=[CH:35][CH:34]=[CH:33][CH:32]=2)[NH:25][C:24](=[O:37])[CH2:23][CH2:22][CH:21]=[CH:20][CH2:19]1.S([O-])([O-])=O.S([O-])([O-])=O.[Na+].[Na+].[Na+].[Na+]. The catalyst is C(O)CC.O.C(OCC)(=O)C.[O-][Os]([O-])(=O)=O.[K+].[K+]. The product is [OH:12][CH:20]1[CH2:19][C@@H:18]([CH3:17])[C:29](=[O:30])[O:28][CH2:27][C@@H:26]([C:31]2[CH:32]=[CH:33][CH:34]=[CH:35][CH:36]=2)[NH:25][C:24](=[O:37])[CH2:23][CH2:22][CH:21]1[NH:2][C:1](=[O:8])[O:3][C:4]([CH3:7])([CH3:6])[CH3:5]. The yield is 0.270. (2) The reactants are B(Br)(Br)Br.[NH2:5][C:6]1[C:14]([S:15]([CH2:18][CH3:19])(=[O:17])=[O:16])=[CH:13][C:9]([C:10]([OH:12])=[O:11])=[C:8]([O:20]C)[CH:7]=1. The catalyst is ClCCl. The product is [NH2:5][C:6]1[C:14]([S:15]([CH2:18][CH3:19])(=[O:17])=[O:16])=[CH:13][C:9]([C:10]([OH:12])=[O:11])=[C:8]([OH:20])[CH:7]=1. The yield is 0.650. (3) The reactants are [CH3:1][O:2][C:3]1[CH:8]=[CH:7][C:6]([CH:9]=[CH:10][C:11](=[O:22])[CH:12]=[CH:13][C:14]2[CH:19]=[CH:18][C:17]([O:20][CH3:21])=[CH:16][CH:15]=2)=[CH:5][CH:4]=1.[CH3:23][NH2:24].O. The catalyst is CN(C)C=O. The product is [CH3:21][O:20][C:17]1[CH:18]=[CH:19][C:14]([CH:13]2[CH2:12][C:11](=[O:22])[CH2:10][CH:9]([C:6]3[CH:5]=[CH:4][C:3]([O:2][CH3:1])=[CH:8][CH:7]=3)[N:24]2[CH3:23])=[CH:15][CH:16]=1. The yield is 0.680.